Task: Predict the reaction yield, written as a fraction of the theoretical maximum amount of product (1.0 means a 100% yield; for example, 0.34 means a 34% yield).. Dataset: Reaction yield outcomes from USPTO patents with 853,638 reactions (1) The reactants are [N+:1]([C:4]1[CH:5]=[CH:6][C:7]2[O:12][C@:11]([CH3:18])([CH:13]([O:16][CH3:17])[O:14][CH3:15])[C@H:10]3[O:19][C@H:9]3[C:8]=2[CH:20]=1)([O-:3])=[O:2].[Br:21][C:22]1[CH:27]=[CH:26][C:25]([NH:28][CH2:29][C:30]2[NH:31][CH:32]=[CH:33][N:34]=2)=[CH:24][CH:23]=1. No catalyst specified. The product is [N+:1]([C:4]1[CH:5]=[CH:6][C:7]2[O:12][C@:11]([CH3:18])([CH:13]([O:16][CH3:17])[O:14][CH3:15])[C@@H:10]([OH:19])[C@H:9]([N:28]([C:25]3[CH:26]=[CH:27][C:22]([Br:21])=[CH:23][CH:24]=3)[CH2:29][C:30]3[NH:31][CH:32]=[CH:33][N:34]=3)[C:8]=2[CH:20]=1)([O-:3])=[O:2]. The yield is 0.410. (2) The reactants are [CH2:1]([NH:3][C:4]1[CH:9]=[CH:8][CH:7]=[CH:6][CH:5]=1)[CH3:2].[Cl:10][C:11]1[CH:20]=[CH:19][CH:18]=[C:17]2[C:12]=1[C:13]([OH:28])=[C:14]([C:23]([O:25]CC)=O)[C:15](=[O:22])[N:16]2[CH3:21]. The catalyst is CCCCCCC. The product is [Cl:10][C:11]1[CH:20]=[CH:19][CH:18]=[C:17]2[C:12]=1[C:13]([OH:28])=[C:14]([C:23]([N:3]([CH2:1][CH3:2])[C:4]1[CH:9]=[CH:8][CH:7]=[CH:6][CH:5]=1)=[O:25])[C:15](=[O:22])[N:16]2[CH3:21]. The yield is 0.600. (3) The yield is 0.400. The catalyst is O. The product is [C:28]([C:27]1[CH:30]=[CH:31][C:24]([NH:23][C:2]2[N:3]=[C:4]([O:12][C:13]3[C:20]([CH3:21])=[CH:19][C:16]([C:17]#[N:18])=[CH:15][C:14]=3[CH3:22])[C:5]3[N:10]([CH3:11])[CH:9]=[CH:8][C:6]=3[N:7]=2)=[CH:25][CH:26]=1)#[N:29]. The reactants are Cl[C:2]1[N:3]=[C:4]([O:12][C:13]2[C:20]([CH3:21])=[CH:19][C:16]([C:17]#[N:18])=[CH:15][C:14]=2[CH3:22])[C:5]2[N:10]([CH3:11])[CH:9]=[CH:8][C:6]=2[N:7]=1.[NH2:23][C:24]1[CH:31]=[CH:30][C:27]([C:28]#[N:29])=[CH:26][CH:25]=1.C(O)(C(F)(F)F)=O. (4) The reactants are [N:1]([C@H:4]1[CH2:8][C@H:7]([O:9][Si:10]([C:13]([CH3:16])([CH3:15])[CH3:14])([CH3:12])[CH3:11])[C@H:6]([CH2:17][O:18][CH2:19][C:20]2[CH:25]=[CH:24][CH:23]=[CH:22][CH:21]=2)[CH2:5]1)=[N+]=[N-]. The catalyst is CCOC(C)=O.[Pd]. The product is [CH2:19]([O:18][CH2:17][C@H:6]1[C@@H:7]([O:9][Si:10]([C:13]([CH3:15])([CH3:14])[CH3:16])([CH3:12])[CH3:11])[CH2:8][C@H:4]([NH2:1])[CH2:5]1)[C:20]1[CH:25]=[CH:24][CH:23]=[CH:22][CH:21]=1. The yield is 0.980. (5) The reactants are O.[OH-].[Li+].[NH:4]([C:11]1[O:12][C:13]([C:16]([O:18]CC)=[O:17])=[CH:14][N:15]=1)[C:5]1[CH:10]=[CH:9][CH:8]=[CH:7][CH:6]=1.Cl. The catalyst is C1COCC1.O. The product is [NH:4]([C:11]1[O:12][C:13]([C:16]([OH:18])=[O:17])=[CH:14][N:15]=1)[C:5]1[CH:6]=[CH:7][CH:8]=[CH:9][CH:10]=1. The yield is 0.350.